Dataset: Full USPTO retrosynthesis dataset with 1.9M reactions from patents (1976-2016). Task: Predict the reactants needed to synthesize the given product. Given the product [CH3:33][S:30]([C:28]1[CH:27]=[CH:26][C:3]2[N:4]([CH:5]3[CH2:6][CH2:7][N:8]([CH2:11][CH2:12][CH:13]([C:14]4[CH:15]=[CH:16][CH:17]=[CH:18][CH:19]=4)[C:20]4[CH:21]=[CH:22][CH:23]=[CH:24][CH:25]=4)[CH2:9][CH2:10]3)[CH:35]=[N:1][C:2]=2[CH:29]=1)(=[O:32])=[O:31], predict the reactants needed to synthesize it. The reactants are: [NH2:1][C:2]1[CH:29]=[C:28]([S:30]([CH3:33])(=[O:32])=[O:31])[CH:27]=[CH:26][C:3]=1[NH:4][CH:5]1[CH2:10][CH2:9][N:8]([CH2:11][CH2:12][CH:13]([C:20]2[CH:25]=[CH:24][CH:23]=[CH:22][CH:21]=2)[C:14]2[CH:19]=[CH:18][CH:17]=[CH:16][CH:15]=2)[CH2:7][CH2:6]1.O.[C:35]1(C)C=CC(S(O)(=O)=O)=CC=1.